Dataset: Forward reaction prediction with 1.9M reactions from USPTO patents (1976-2016). Task: Predict the product of the given reaction. Given the reactants [OH:1][CH2:2][CH:3]([CH2:5][OH:6])[OH:4].[C:7]([OH:18])(=O)[CH2:8][CH2:9][CH2:10][CH2:11][CH2:12][CH2:13][CH2:14][CH2:15][CH3:16], predict the reaction product. The product is: [CH2:7]([O:1][CH2:2][CH:3]([CH2:5][OH:6])[OH:4])[CH2:8][CH2:9][CH2:10][CH2:11][CH2:12][CH2:13][CH2:14][CH2:15][CH3:16].[CH3:2][CH2:3][O:18][CH2:7][CH3:8].